Dataset: Reaction yield outcomes from USPTO patents with 853,638 reactions. Task: Predict the reaction yield, written as a fraction of the theoretical maximum amount of product (1.0 means a 100% yield; for example, 0.34 means a 34% yield). The reactants are [F:1][C:2]1[CH:7]=[C:6]([I:8])[CH:5]=[CH:4][C:3]=1[N:9]1[C:21]2[C:12](=[CH:13][C:14]3[C:15]([CH3:23])=[N:16][CH:17]=[N:18][C:19]=3[C:20]=2[F:22])[N:11]([S:24]([CH:27]2[CH2:29][CH2:28]2)(=[O:26])=[O:25])C1=O.C[Si](C)(C)[O-].[K+]. The catalyst is C1COCC1. The product is [F:1][C:2]1[CH:7]=[C:6]([I:8])[CH:5]=[CH:4][C:3]=1[NH:9][C:21]1[C:20]([F:22])=[C:19]2[C:14]([C:15]([CH3:23])=[N:16][CH:17]=[N:18]2)=[CH:13][C:12]=1[NH:11][S:24]([CH:27]1[CH2:28][CH2:29]1)(=[O:25])=[O:26]. The yield is 0.900.